Dataset: CYP2D6 inhibition data for predicting drug metabolism from PubChem BioAssay. Task: Regression/Classification. Given a drug SMILES string, predict its absorption, distribution, metabolism, or excretion properties. Task type varies by dataset: regression for continuous measurements (e.g., permeability, clearance, half-life) or binary classification for categorical outcomes (e.g., BBB penetration, CYP inhibition). Dataset: cyp2d6_veith. (1) The drug is Cn1nc(-c2ccc(N3CCOCC3)c(NS(=O)(=O)c3ccc(Cl)cc3)c2)c2ccccc2c1=O. The result is 0 (non-inhibitor). (2) The compound is O=C(O)CSc1nc2ccccc2[nH]1. The result is 0 (non-inhibitor).